From a dataset of Merck oncology drug combination screen with 23,052 pairs across 39 cell lines. Regression. Given two drug SMILES strings and cell line genomic features, predict the synergy score measuring deviation from expected non-interaction effect. Drug 1: NC1(c2ccc(-c3nc4ccn5c(=O)[nH]nc5c4cc3-c3ccccc3)cc2)CCC1. Drug 2: CCC1(O)C(=O)OCc2c1cc1n(c2=O)Cc2cc3c(CN(C)C)c(O)ccc3nc2-1. Cell line: LOVO. Synergy scores: synergy=29.4.